This data is from Peptide-MHC class I binding affinity with 185,985 pairs from IEDB/IMGT. The task is: Regression. Given a peptide amino acid sequence and an MHC pseudo amino acid sequence, predict their binding affinity value. This is MHC class I binding data. The peptide sequence is TEGLCVDIPG. The MHC is HLA-B40:02 with pseudo-sequence HLA-B40:02. The binding affinity (normalized) is 0.582.